Predict the reactants needed to synthesize the given product. From a dataset of Full USPTO retrosynthesis dataset with 1.9M reactions from patents (1976-2016). (1) Given the product [CH2:25]([N:20]1[CH2:21][CH2:22][CH2:17][CH:18]([OH:23])[CH2:19]1)[CH2:26][CH2:27][CH3:28], predict the reactants needed to synthesize it. The reactants are: C1(CN(C[C@@H:17]2[CH2:22][CH2:21][NH:20][CH2:19][C@H:18]2[OH:23])CC2C=CC=CC=2)C=CC=CC=1.S1[CH:28]=[CH:27][CH:26]=[CH:25]1.[H][H]. (2) Given the product [C:27]([CH:17]([N:14]1[CH:13]=[N:12][C:11]2[C:10](=[O:30])[NH:9][C:8]([CH2:7][C:6]3[CH:31]=[CH:32][C:33]([O:34][CH3:35])=[C:4]([O:3][CH:2]([F:1])[F:36])[CH:5]=3)=[N:16][C:15]1=2)[CH2:18][CH2:19][CH2:20][C:21]1[CH:22]=[CH:23][CH:24]=[CH:25][CH:26]=1)(=[O:29])[CH3:28], predict the reactants needed to synthesize it. The reactants are: [F:1][CH:2]([F:36])[O:3][C:4]1[CH:5]=[C:6]([CH:31]=[CH:32][C:33]=1[O:34][CH3:35])[CH2:7][C:8]1[NH:9][C:10](=[O:30])[C:11]2[N:12]=[CH:13][N:14]([CH:17]([CH:27]([OH:29])[CH3:28])[CH2:18][CH2:19][CH2:20][C:21]3[CH:26]=[CH:25][CH:24]=[CH:23][CH:22]=3)[C:15]=2[N:16]=1.C(N(CC)CC)C.[OH-].[Na+]. (3) Given the product [ClH:1].[Cl:1][C:2]1[CH:7]=[CH:6][C:5]([OH:8])=[CH:4][C:3]=1[C:12]1[N:13]=[C:14]([C:34]2[C:35]([CH3:40])=[N:36][O:37][C:38]=2[CH3:39])[C:15]([CH3:33])=[C:16]([NH:18][C@H:19]2[CH2:24][CH2:23][NH:22][C@@H:21]([CH3:32])[CH2:20]2)[N:17]=1, predict the reactants needed to synthesize it. The reactants are: [Cl:1][C:2]1[CH:7]=[CH:6][C:5]([O:8]COC)=[CH:4][C:3]=1[C:12]1[N:17]=[C:16]([NH:18][C@H:19]2[CH2:24][CH2:23][N:22](C(OC(C)(C)C)=O)[C@@H:21]([CH3:32])[CH2:20]2)[C:15]([CH3:33])=[C:14]([C:34]2[C:35]([CH3:40])=[N:36][O:37][C:38]=2[CH3:39])[N:13]=1.Cl. (4) Given the product [NH2:9][C:7]1[CH:6]=[C:5]([CH:4]=[C:3]([C:2]([F:1])([F:16])[F:17])[CH:8]=1)[C:12]([NH:14][CH3:15])=[O:13], predict the reactants needed to synthesize it. The reactants are: [F:1][C:2]([F:17])([F:16])[C:3]1[CH:8]=[C:7]([N+:9]([O-])=O)[CH:6]=[C:5]([C:12]([NH:14][CH3:15])=[O:13])[CH:4]=1.N1(C2C=C(C=C([N+]([O-])=O)C=2)C(NC)=O)CCOCC1. (5) Given the product [F:58][C:52]1[CH:53]=[CH:54][C:55]([C:7]2[C:2]([F:1])=[N:3][CH:4]=[CH:5][CH:6]=2)=[CH:56][C:51]=1[C@@:34]12[N:33]=[C:32]([NH2:24])[S:41][CH2:40][C@@H:39]1[CH2:38][C@H:37]([CH2:42][O:43][CH2:44][C:45]1[CH:46]=[CH:47][CH:48]=[CH:49][CH:50]=1)[O:36][CH2:35]2, predict the reactants needed to synthesize it. The reactants are: [F:1][C:2]1[C:7](B(O)O)=[CH:6][CH:5]=[CH:4][N:3]=1.C(=O)([O-])[O-].[Na+].[Na+].C(OC([N:24]([C:32]1[S:41][CH2:40][C@H:39]2[C@:34]([C:51]3[CH:56]=[C:55](Br)[CH:54]=[CH:53][C:52]=3[F:58])([CH2:35][O:36][C@@H:37]([CH2:42][O:43][CH2:44][C:45]3[CH:50]=[CH:49][CH:48]=[CH:47][CH:46]=3)[CH2:38]2)[N:33]=1)C(OC(C)(C)C)=O)=O)(C)(C)C.